Predict the product of the given reaction. From a dataset of Forward reaction prediction with 1.9M reactions from USPTO patents (1976-2016). Given the reactants [C:1]([NH:4][CH:5]1[CH2:10][C:9]2[CH:11]=[CH:12][CH:13]=[C:14]([C:15]([OH:17])=[O:16])[C:8]=2[O:7][B:6]1[OH:18])(=[O:3])[CH3:2].C(=O)([O-])[O-].[K+].[K+].[C:25]([O:28][CH2:29][CH2:30]Br)(=[O:27])[CH3:26].[I-].[Na+], predict the reaction product. The product is: [C:25]([O:28][CH:29]([O:16][C:15]([C:14]1[C:8]2[O:7][B:6]([OH:18])[C@@H:5]([NH:4][C:1](=[O:3])[CH3:2])[CH2:10][C:9]=2[CH:11]=[CH:12][CH:13]=1)=[O:17])[CH3:30])(=[O:27])[CH3:26].